Dataset: Full USPTO retrosynthesis dataset with 1.9M reactions from patents (1976-2016). Task: Predict the reactants needed to synthesize the given product. (1) Given the product [F:1][C:2]1[CH:3]=[CH:4][C:5]([N:8]2[C:12]([C:13]([F:16])([F:14])[F:15])=[C:11]([C:17]3[O:21][N:20]=[C:19]4[C:22]5[C:27]([CH2:28][CH2:29][C:18]=34)=[CH:26][C:25]([CH2:30][N:32]3[CH2:35][CH:34]([C:36]([OH:38])=[O:37])[CH2:33]3)=[CH:24][CH:23]=5)[CH:10]=[N:9]2)=[N:6][CH:7]=1.[C:64]([OH:52])([C:13]([F:16])([F:15])[F:14])=[O:65], predict the reactants needed to synthesize it. The reactants are: [F:1][C:2]1[CH:3]=[CH:4][C:5]([N:8]2[C:12]([C:13]([F:16])([F:15])[F:14])=[C:11]([C:17]3[O:21][N:20]=[C:19]4[C:22]5[C:27]([CH2:28][CH2:29][C:18]=34)=[CH:26][C:25]([CH:30]=O)=[CH:24][CH:23]=5)[CH:10]=[N:9]2)=[N:6][CH:7]=1.[NH:32]1[CH2:35][CH:34]([C:36]([OH:38])=[O:37])[CH2:33]1.C1CCN2C(=NCCC2)CC1.C(O[BH-](OC(=O)C)OC(=O)C)(=[O:52])C.[Na+].[CH3:64][OH:65]. (2) Given the product [F:24][C:25]1[CH:33]=[CH:32][CH:31]=[CH:30][C:26]=1[C:27]1[O:12][N:11]=[C:10]([C:6]2[CH:5]=[C:4]([CH:9]=[CH:8][CH:7]=2)[C:3]([OH:2])=[O:14])[N:13]=1, predict the reactants needed to synthesize it. The reactants are: C[O:2][C:3](=[O:14])[C:4]1[CH:9]=[CH:8][CH:7]=[C:6]([C:10](=[NH:13])[NH:11][OH:12])[CH:5]=1.C(N(C(C)C)CC)(C)C.[F:24][C:25]1[CH:33]=[CH:32][CH:31]=[CH:30][C:26]=1[C:27](Cl)=O. (3) Given the product [N:25]1[N:26]=[CH:27][CH:28]([C:2]2[S:6][CH:5]=[C:4]([C:7]([N:9]3[CH:18]4[CH:13]([CH2:14][CH2:15][CH2:16][CH2:17]4)[CH2:12][CH2:11][CH2:10]3)=[O:8])[CH:3]=2)[CH:29]=1, predict the reactants needed to synthesize it. The reactants are: Br[C:2]1[S:6][CH:5]=[C:4]([C:7]([N:9]2[C@@H:18]3[C@@H:13]([CH2:14][CH2:15][CH2:16][CH2:17]3)[CH2:12][CH2:11][CH2:10]2)=[O:8])[CH:3]=1.C(=O)([O-])[O-].[Cs+].[Cs+].[NH:25]1[CH:29]=[C:28](B(O)O)[CH:27]=[N:26]1. (4) Given the product [Br:14][CH:10]([CH2:11][CH2:12][CH3:13])[C:2](=[O:1])[C:3]([O:5][CH2:6][CH2:7][CH2:8][CH3:9])=[O:4], predict the reactants needed to synthesize it. The reactants are: [O:1]=[C:2]([CH2:10][CH2:11][CH2:12][CH3:13])[C:3]([O:5][CH2:6][CH2:7][CH2:8][CH3:9])=[O:4].[Br:14]Br. (5) Given the product [Br:1][C:2]1[CH:7]=[N:6][C:5]([C:8]([NH:20][C:19]2[CH:21]=[CH:22][C:16]([F:15])=[CH:17][CH:18]=2)=[O:10])=[N:4][CH:3]=1, predict the reactants needed to synthesize it. The reactants are: [Br:1][C:2]1[CH:3]=[N:4][C:5]([C:8]([OH:10])=O)=[N:6][CH:7]=1.S(Cl)(Cl)=O.[F:15][C:16]1[CH:22]=[CH:21][C:19]([NH2:20])=[CH:18][CH:17]=1. (6) Given the product [CH3:14][C:13]1[C:12]2[CH:15]=[CH:16][C:17]([C:19]([F:22])([F:21])[F:20])=[CH:18][C:11]=2[S:10][C:9]=1[CH:4]([CH2:5][CH2:6][CH2:7][CH3:8])[CH2:3][CH2:2][O:29][C:30]1[CH:31]=[CH:32][C:33]([CH2:36][C:37]([O:39][CH3:40])=[O:38])=[CH:34][CH:35]=1, predict the reactants needed to synthesize it. The reactants are: Br[CH2:2][CH2:3][CH:4]([C:9]1[S:10][C:11]2[CH:18]=[C:17]([C:19]([F:22])([F:21])[F:20])[CH:16]=[CH:15][C:12]=2[C:13]=1[CH3:14])[CH2:5][CH2:6][CH2:7][CH3:8].C(=O)([O-])[O-].[Cs+].[Cs+].[OH:29][C:30]1[CH:35]=[CH:34][C:33]([CH2:36][C:37]([O:39][CH3:40])=[O:38])=[CH:32][CH:31]=1. (7) Given the product [C:13]1([N:19]2[C:23]3[CH:24]=[C:25]([CH:28]=[O:29])[CH:26]=[CH:27][C:22]=3[N:21]=[CH:20]2)[CH:18]=[CH:17][CH:16]=[CH:15][CH:14]=1, predict the reactants needed to synthesize it. The reactants are: I(C1C=CC=CC=1C(O)=O)(=O)=O.[C:13]1([N:19]2[C:23]3[CH:24]=[C:25]([CH2:28][OH:29])[CH:26]=[CH:27][C:22]=3[N:21]=[CH:20]2)[CH:18]=[CH:17][CH:16]=[CH:15][CH:14]=1. (8) Given the product [CH2:14]([O:13][C:11]([C:10]1[N:1]=[C:2]2[N:7]=[CH:6][CH:5]=[N:4][N:3]2[CH:9]=1)=[O:12])[CH3:15], predict the reactants needed to synthesize it. The reactants are: [NH2:1][C:2]1[N:3]=[N:4][CH:5]=[CH:6][N:7]=1.Br[CH2:9][C:10](=O)[C:11]([O:13][CH2:14][CH3:15])=[O:12].